From a dataset of Reaction yield outcomes from USPTO patents with 853,638 reactions. Predict the reaction yield, written as a fraction of the theoretical maximum amount of product (1.0 means a 100% yield; for example, 0.34 means a 34% yield). (1) The product is [Br:1][C:2]1[CH:3]=[C:4]([CH:21]=[CH:22][CH:23]=1)[CH2:5][N:6]1[C:14]2[C:13](=[O:15])[N:12]([CH3:16])[C:11](=[O:17])[N:10]([CH3:18])[C:9]=2[N:8]=[C:7]1[CH:19]([OH:20])[CH2:24][CH2:25][CH2:26][CH3:27]. The yield is 0.137. The reactants are [Br:1][C:2]1[CH:3]=[C:4]([CH:21]=[CH:22][CH:23]=1)[CH2:5][N:6]1[C:14]2[C:13](=[O:15])[N:12]([CH3:16])[C:11](=[O:17])[N:10]([CH3:18])[C:9]=2[N:8]=[C:7]1[CH:19]=[O:20].[CH2:24]([Mg]Cl)[CH2:25][CH2:26][CH3:27]. No catalyst specified. (2) The yield is 0.720. The reactants are [O:1]=[C:2]1[CH2:6][S:5][C:4](=[S:7])[N:3]1[CH:8]1[CH2:13][CH2:12][CH2:11][CH:10]([C:14]([OH:16])=[O:15])[CH2:9]1.[CH2:17]([C:21]1[CH:26]=[CH:25][C:24]([C:27]2[O:31][C:30]([CH:32]=O)=[CH:29][CH:28]=2)=[CH:23][CH:22]=1)[CH:18]([CH3:20])[CH3:19].C(O)(=O)C.C(O)(=O)C.C(N)CN. The catalyst is C(O)C.C(OCC)(=O)C. The product is [CH2:17]([C:21]1[CH:26]=[CH:25][C:24]([C:27]2[O:31][C:30]([CH:32]=[C:6]3[S:5][C:4](=[S:7])[N:3]([CH:8]4[CH2:13][CH2:12][CH2:11][CH:10]([C:14]([OH:16])=[O:15])[CH2:9]4)[C:2]3=[O:1])=[CH:29][CH:28]=2)=[CH:23][CH:22]=1)[CH:18]([CH3:20])[CH3:19]. (3) The reactants are [Cl:1][C:2]1[CH:7]=[CH:6][CH:5]=[CH:4][C:3]=1[CH:8](O)[C:9]1[S:13][C:12]([NH:14][C:15]([C:17]2([C:20]3[CH:28]=[CH:27][C:23]4[O:24][CH2:25][O:26][C:22]=4[CH:21]=3)[CH2:19][CH2:18]2)=[O:16])=[N:11][CH:10]=1.C(N(CC)CC)C.CS(Cl)(=O)=O.[NH:42]1[CH2:46][CH2:45][C@@H:44]([OH:47])[CH2:43]1. The product is [O:24]1[C:23]2[CH:27]=[CH:28][C:20]([C:17]3([C:15]([NH:14][C:12]4[S:13][C:9]([CH:8]([C:3]5[CH:4]=[CH:5][CH:6]=[CH:7][C:2]=5[Cl:1])[N:42]5[CH2:46][CH2:45][C@@H:44]([OH:47])[CH2:43]5)=[CH:10][N:11]=4)=[O:16])[CH2:18][CH2:19]3)=[CH:21][C:22]=2[O:26][CH2:25]1. The yield is 0.333. The catalyst is ClCCl. (4) The reactants are N[C@H:2]([C:10]([OH:12])=[O:11])[CH2:3][C:4]1[CH:9]=[CH:8][CH:7]=[CH:6][CH:5]=1.S(=O)(=O)(O)[OH:14].N([O-])=O.[Na+]. The catalyst is O. The product is [OH:14][C@@H:2]([CH2:3][C:4]1[CH:9]=[CH:8][CH:7]=[CH:6][CH:5]=1)[C:10]([OH:12])=[O:11]. The yield is 0.640. (5) The reactants are [Cl:1][C:2]1[CH:7]=[CH:6][N:5]2[N:8]=[C:9]([C:13]3[CH:18]=[CH:17][C:16]([F:19])=[CH:15][CH:14]=3)[C:10]([CH:11]=[O:12])=[C:4]2[CH:3]=1.C([Mg]Br)#C.O.O1C[CH2:28][CH2:27][CH2:26]1. The product is [Cl:1][C:2]1[CH:7]=[CH:6][N:5]2[N:8]=[C:9]([C:13]3[CH:18]=[CH:17][C:16]([F:19])=[CH:15][CH:14]=3)[C:10]([C:11](=[O:12])[C:26]#[C:27][CH3:28])=[C:4]2[CH:3]=1. The yield is 0.620. No catalyst specified. (6) The reactants are [Cl:1][C:2]1[CH:7]=[CH:6][C:5]([P:8]([C:13]2([C:16]#[N:17])[CH2:15][CH2:14]2)(=[O:12])[O:9]CC)=[CH:4][CH:3]=1.Br[Si](C)(C)C. The catalyst is C(Cl)(Cl)Cl. The product is [Cl:1][C:2]1[CH:7]=[CH:6][C:5]([P:8]([C:13]2([C:16]#[N:17])[CH2:14][CH2:15]2)(=[O:9])[OH:12])=[CH:4][CH:3]=1. The yield is 0.949. (7) The reactants are C([O-])([O-])=O.[K+].[K+].Cl[C:8]1[CH:15]=[CH:14][C:11]([C:12]#[N:13])=[CH:10][N:9]=1.[OH:16][C:17]1[CH:24]=[CH:23][C:20]([CH:21]=[O:22])=[CH:19][CH:18]=1. The catalyst is CN(C=O)C.O. The product is [CH:21]([C:20]1[CH:23]=[CH:24][C:17]([O:16][C:8]2[CH:15]=[CH:14][C:11]([C:12]#[N:13])=[CH:10][N:9]=2)=[CH:18][CH:19]=1)=[O:22]. The yield is 0.791. (8) The reactants are [OH-].[Na+].[CH3:3][C:4]([S:7]([NH:10][C@H:11]1[CH2:16][CH2:15][C@H:14]([C:17]([O:19]C)=[O:18])[CH2:13][CH2:12]1)(=[O:9])=[O:8])([CH3:6])[CH3:5]. The catalyst is CO. The product is [CH3:6][C:4]([S:7]([NH:10][C@H:11]1[CH2:16][CH2:15][C@H:14]([C:17]([OH:19])=[O:18])[CH2:13][CH2:12]1)(=[O:8])=[O:9])([CH3:3])[CH3:5]. The yield is 0.872. (9) The reactants are O=C1CCC(=O)C1[C:8]([O:10][CH2:11][C:12]1[CH:17]=[CH:16][CH:15]=[CH:14][CH:13]=1)=[O:9].[NH2:18][CH:19]1[CH2:24][CH2:23][CH2:22][CH2:21][CH:20]1[OH:25]. The catalyst is CO. The product is [OH:25][CH:20]1[CH2:21][CH2:22][CH2:23][CH2:24][CH:19]1[NH:18][C:8](=[O:9])[O:10][CH2:11][C:12]1[CH:13]=[CH:14][CH:15]=[CH:16][CH:17]=1. The yield is 0.830. (10) The reactants are [OH:1][C:2]1[CH:3]=[C:4]([NH:8][C:9]2[N:14]=[C:13]([NH:15][C:16]3[CH:21]=[CH:20][CH:19]=[C:18]([OH:22])[CH:17]=3)[C:12]([F:23])=[CH:11][N:10]=2)[CH:5]=[CH:6][CH:7]=1.OC1C=C(C=CC=1[C:32]([O:34][CH3:35])=[O:33])N.ClC1N=C(Cl)C(F)=CN=1. No catalyst specified. The product is [OH:1][C:2]1[CH:3]=[C:4]([NH:8][C:9]2[N:14]=[C:13]([NH:15][C:16]3[CH:21]=[CH:20][C:19]([C:32]([O:34][CH3:35])=[O:33])=[C:18]([OH:22])[CH:17]=3)[C:12]([F:23])=[CH:11][N:10]=2)[CH:5]=[CH:6][C:7]=1[C:32]([O:34][CH3:35])=[O:33]. The yield is 0.410.